This data is from Forward reaction prediction with 1.9M reactions from USPTO patents (1976-2016). The task is: Predict the product of the given reaction. (1) Given the reactants [NH2:1][C@@H:2]1[CH2:6][CH2:5][N:4]([C:7]([O:9][C:10]([CH3:13])([CH3:12])[CH3:11])=[O:8])[CH2:3]1.C(N(CC)CC)C.[Br:21][C:22]1[CH:23]=[C:24]([S:28](Cl)(=[O:30])=[O:29])[CH:25]=[CH:26][CH:27]=1, predict the reaction product. The product is: [Br:21][C:22]1[CH:23]=[C:24]([S:28]([NH:1][C@@H:2]2[CH2:6][CH2:5][N:4]([C:7]([O:9][C:10]([CH3:13])([CH3:12])[CH3:11])=[O:8])[CH2:3]2)(=[O:30])=[O:29])[CH:25]=[CH:26][CH:27]=1. (2) Given the reactants [CH3:1][C:2]1[CH:7]=[C:6]([N+:8]([O-:10])=[O:9])[CH:5]=[CH:4][C:3]=1[OH:11].C(=O)([O-])[O-].[K+].[K+].[Cl:18][CH2:19][CH2:20][CH2:21]I, predict the reaction product. The product is: [Cl:18][CH2:19][CH2:20][CH2:21][O:11][C:3]1[CH:4]=[CH:5][C:6]([N+:8]([O-:10])=[O:9])=[CH:7][C:2]=1[CH3:1].